This data is from Catalyst prediction with 721,799 reactions and 888 catalyst types from USPTO. The task is: Predict which catalyst facilitates the given reaction. (1) Reactant: [CH3:1][C:2]1[CH:7]=[CH:6][N:5]=[CH:4][C:3]=1[N:8]1[CH2:12][CH2:11][NH:10][C:9]1=[O:13].Br[C:15]1[CH:16]=[C:17]2[C:21](=[CH:22][CH:23]=1)[CH2:20][CH2:19][CH2:18]2.N[C@@H]1CCCC[C@H]1N.P([O-])([O-])([O-])=O.[K+].[K+].[K+]. Product: [CH2:20]1[C:21]2[C:17](=[CH:16][C:15]([N:10]3[CH2:11][CH2:12][N:8]([C:3]4[CH:4]=[N:5][CH:6]=[CH:7][C:2]=4[CH3:1])[C:9]3=[O:13])=[CH:23][CH:22]=2)[CH2:18][CH2:19]1. The catalyst class is: 246. (2) Reactant: [NH:1]1[C:9]2[C:4](=[CH:5][CH:6]=[CH:7][CH:8]=2)[C:3]([CH2:10][C:11](O)=O)=[CH:2]1.N[C@H](C([NH:28][C@H:29]([C:37]([O:39]C)=O)[CH2:30][CH2:31][CH2:32][NH:33][C:34](=[NH:36])[NH2:35])=O)CC1C2C(=CC=CC=2)NC=1.C([N:43](CC)CC)C.CN(C(ON1N=NC2C=CC=CC1=2)=[N+](C)C)C.F[P-](F)(F)(F)(F)F.[NH:72]([C:99](OC(C)(C)C)=[O:100])[C@H:73]([C:84]([NH:86][C@H:87]([C:95]([O:97][CH3:98])=[O:96])[CH2:88][CH2:89][CH2:90][NH:91][C:92](=[NH:94])[NH2:93])=[O:85])[CH2:74][C:75]1[C:83]2[C:78](=[CH:79][CH:80]=[CH:81][CH:82]=2)[NH:77][CH:76]=1. Product: [NH2:28][C@H:29]([C:37]([NH:43][C@H:11]([C:99]([NH:72][C@H:73]([C:84]([NH:86][C@H:87]([C:95]([O:97][CH3:98])=[O:96])[CH2:88][CH2:89][CH2:90][NH:91][C:92](=[NH:94])[NH2:93])=[O:85])[CH2:74][C:75]1[C:83]2[C:78](=[CH:79][CH:80]=[CH:81][CH:82]=2)[NH:77][CH:76]=1)=[O:100])[CH2:10][C:3]1[C:4]2[C:9](=[CH:8][CH:7]=[CH:6][CH:5]=2)[NH:1][CH:2]=1)=[O:39])[CH2:30][CH2:31][CH2:32][NH:33][C:34](=[NH:36])[NH2:35]. The catalyst class is: 5. (3) Reactant: [Cl:1][C:2]1[CH:9]=[CH:8][CH:7]=[C:6]([N:10]2[CH2:15][CH2:14][N:13]([CH2:16][CH3:17])[CH2:12][CH2:11]2)[C:3]=1[CH:4]=[O:5].[BH4-].[Na+].[Cl-].[NH4+]. Product: [Cl:1][C:2]1[CH:9]=[CH:8][CH:7]=[C:6]([N:10]2[CH2:11][CH2:12][N:13]([CH2:16][CH3:17])[CH2:14][CH2:15]2)[C:3]=1[CH2:4][OH:5]. The catalyst class is: 5. (4) Reactant: [CH:1]1([CH2:7][OH:8])[CH2:6][CH2:5][CH2:4][CH2:3][CH2:2]1.[H-].[Na+].[CH:11]1([C:14]2[C:15](F)=[CH:16][C:17]([F:22])=[C:18]([CH:21]=2)[C:19]#[N:20])[CH2:13][CH2:12]1.C([O-])(O)=O.[Na+]. Product: [CH:1]1([CH2:7][O:8][C:15]2[C:14]([CH:11]3[CH2:13][CH2:12]3)=[CH:21][C:18]([C:19]#[N:20])=[C:17]([F:22])[CH:16]=2)[CH2:6][CH2:5][CH2:4][CH2:3][CH2:2]1. The catalyst class is: 31. (5) Reactant: Cl.[CH3:2][C:3]([CH3:45])([CH2:43][CH3:44])[CH2:4][C:5]1[N:6]=[C:7]([CH:16]([NH:41][CH3:42])[CH2:17][C:18]2[CH:23]=[CH:22][C:21]([N:24]3[CH2:29][CH2:28][CH2:27][C:26]4[CH:30]=[N:31][N:32](COCC[Si](C)(C)C)[C:25]3=4)=[CH:20][CH:19]=2)[N:8](S(N(C)C)(=O)=O)[CH:9]=1. Product: [CH3:2][C:3]([CH3:45])([CH2:43][CH3:44])[CH2:4][C:5]1[N:6]=[C:7]([CH:16]([NH:41][CH3:42])[CH2:17][C:18]2[CH:19]=[CH:20][C:21]([N:24]3[CH2:29][CH2:28][CH2:27][C:26]4[CH:30]=[N:31][NH:32][C:25]3=4)=[CH:22][CH:23]=2)[NH:8][CH:9]=1. The catalyst class is: 5. (6) Reactant: [CH3:1][O:2][CH:3]1[CH2:7][CH2:6][NH:5][CH2:4]1.C1C=CC(P(C2C(C3C(P(C4C=CC=CC=4)C4C=CC=CC=4)=CC=C4C=3C=CC=C4)=C3C(C=CC=C3)=CC=2)C2C=CC=CC=2)=CC=1.C(=O)([O-])[O-].[Cs+].[Cs+].[Br:60][C:61]1[CH:66]=[CH:65][CH:64]=[C:63](Br)[CH:62]=1. Product: [Br:60][C:61]1[CH:62]=[C:63]([N:5]2[CH2:6][CH2:7][CH:3]([O:2][CH3:1])[CH2:4]2)[CH:64]=[CH:65][CH:66]=1. The catalyst class is: 164. (7) Reactant: C1C=C(Cl)C=C(C(OO)=[O:9])C=1.[F:12][C:13]1[C:18]2[C:19](=[O:22])[O:20][CH2:21][C:17]=2[CH:16]=[C:15]([CH:23]=[CH2:24])[CH:14]=1. Product: [F:12][C:13]1[C:18]2[C:19](=[O:22])[O:20][CH2:21][C:17]=2[CH:16]=[C:15]([CH:23]2[CH2:24][O:9]2)[CH:14]=1. The catalyst class is: 2.